This data is from Full USPTO retrosynthesis dataset with 1.9M reactions from patents (1976-2016). The task is: Predict the reactants needed to synthesize the given product. (1) The reactants are: C(=O)([O-])[O-].[K+].[K+].[C:7]([O:11][C:12]([NH:14][C@H:15]([C:30]1[CH:35]=[C:34]([F:36])[C:33]([F:37])=[C:32]([F:38])[CH:31]=1)[C@H:16]([O:18]C(=O)C1C=CC([N+]([O-])=O)=CC=1)[CH3:17])=[O:13])([CH3:10])([CH3:9])[CH3:8].C1COCC1.C(OCC)(=O)C. Given the product [OH:18][C@H:16]([CH3:17])[C@H:15]([NH:14][C:12](=[O:13])[O:11][C:7]([CH3:9])([CH3:8])[CH3:10])[C:30]1[CH:35]=[C:34]([F:36])[C:33]([F:37])=[C:32]([F:38])[CH:31]=1, predict the reactants needed to synthesize it. (2) Given the product [Cl:20][C:13]1[N:12]([CH3:16])[C:11]2[C:6]([CH:3]([CH2:4][CH3:5])[CH2:1][CH3:2])=[CH:7][CH:8]=[C:9]([CH3:17])[C:10]=2[N:14]=1, predict the reactants needed to synthesize it. The reactants are: [CH2:1]([CH:3]([C:6]1[C:11]2[N:12]([CH3:16])[C:13](=O)[NH:14][C:10]=2[C:9]([CH3:17])=[CH:8][CH:7]=1)[CH2:4][CH3:5])[CH3:2].P(Cl)(Cl)([Cl:20])=O. (3) Given the product [CH2:1]([O:3][CH:4]([O:15][CH2:16][CH3:17])[C:5]1[O:13][C:12]2[C:11]([N:18]3[CH2:23][CH2:22][NH:21][CH2:20][CH2:19]3)=[CH:10][N:9]=[CH:8][C:7]=2[CH:6]=1)[CH3:2], predict the reactants needed to synthesize it. The reactants are: [CH2:1]([O:3][CH:4]([O:15][CH2:16][CH3:17])[C:5]1[O:13][C:12]2[C:11](I)=[CH:10][N:9]=[CH:8][C:7]=2[CH:6]=1)[CH3:2].[NH:18]1[CH2:23][CH2:22][NH:21][CH2:20][CH2:19]1.C1C=CC(P(C2C(C3C(P(C4C=CC=CC=4)C4C=CC=CC=4)=CC=C4C=3C=CC=C4)=C3C(C=CC=C3)=CC=2)C2C=CC=CC=2)=CC=1.CC(C)([O-])C.[Na+]. (4) Given the product [CH3:21][C:16]1([CH3:22])[C:17]([CH3:20])([CH3:19])[O:18][B:14]([C:2]2[CH:7]=[CH:6][C:5]([C:8]#[C:9][CH3:10])=[CH:4][CH:3]=2)[O:15]1, predict the reactants needed to synthesize it. The reactants are: Br[C:2]1[CH:7]=[CH:6][C:5]([C:8]#[C:9][CH3:10])=[CH:4][CH:3]=1.ClCCl.[B:14]1([B:14]2[O:18][C:17]([CH3:20])([CH3:19])[C:16]([CH3:22])([CH3:21])[O:15]2)[O:18][C:17]([CH3:20])([CH3:19])[C:16]([CH3:22])([CH3:21])[O:15]1.C([O-])(=O)C.[K+]. (5) Given the product [O:14]1[CH2:13][CH2:12][N:11]([C:10]2[C:5]3[N:6]([C:17]([C:18]4[CH:19]=[CH:20][C:21]([N:24]5[CH2:29][CH2:28][N:27]([C:30]([O:32][C:33]([CH3:35])([CH3:34])[CH3:36])=[O:31])[CH2:26][CH2:25]5)=[N:22][CH:23]=4)=[C:3](/[CH:2]=[CH:59]/[C:60]4[CH:69]=[CH:68][C:67]5[C:62](=[CH:63][CH:64]=[CH:65][CH:66]=5)[N:61]=4)[N:4]=3)[N:7]=[CH:8][CH:9]=2)[CH2:16][CH2:15]1, predict the reactants needed to synthesize it. The reactants are: O[CH2:2][C:3]1[N:4]=[C:5]2[C:10]([N:11]3[CH2:16][CH2:15][O:14][CH2:13][CH2:12]3)=[CH:9][CH:8]=[N:7][N:6]2[C:17]=1[C:18]1[CH:19]=[CH:20][C:21]([N:24]2[CH2:29][CH2:28][N:27]([C:30]([O:32][C:33]([CH3:36])([CH3:35])[CH3:34])=[O:31])[CH2:26][CH2:25]2)=[N:22][CH:23]=1.CC(OI1(OC(C)=O)(OC(C)=O)OC(=O)C2C=CC=CC1=2)=O.[CH3:59][C:60]1[CH:69]=[CH:68][C:67]2[C:62](=[CH:63][CH:64]=[CH:65][CH:66]=2)[N:61]=1.C[Si](Cl)(C)C.C([O-])(O)=O.[Na+]. (6) Given the product [ClH:24].[C:1]1([S:7]([C:10]2[CH:11]=[C:12]3[C:16](=[CH:17][CH:18]=2)[N:15]([CH:19]2[CH2:23][CH2:22][NH:21][CH2:20]2)[CH2:14][CH2:13]3)(=[O:9])=[O:8])[CH:2]=[CH:3][CH:4]=[CH:5][CH:6]=1, predict the reactants needed to synthesize it. The reactants are: [C:1]1([S:7]([C:10]2[CH:11]=[C:12]3[C:16](=[CH:17][CH:18]=2)[N:15]([CH:19]2[CH2:23][CH2:22][NH:21][CH2:20]2)[CH2:14][CH2:13]3)(=[O:9])=[O:8])[CH:6]=[CH:5][CH:4]=[CH:3][CH:2]=1.[ClH:24]. (7) Given the product [N:15]1([C:18]2[CH:19]=[CH:20][C:21]([NH:22][CH2:1][C:3]3[CH:11]=[CH:10][C:6]([C:7]([OH:9])=[O:8])=[CH:5][CH:4]=3)=[CH:23][CH:24]=2)[CH2:14][CH2:13][O:12][CH2:17][CH2:16]1, predict the reactants needed to synthesize it. The reactants are: [CH:1]([C:3]1[CH:11]=[CH:10][C:6]([C:7]([OH:9])=[O:8])=[CH:5][CH:4]=1)=O.[O:12]1[CH2:17][CH2:16][N:15]([C:18]2[CH:24]=[CH:23][C:21]([NH2:22])=[CH:20][CH:19]=2)[CH2:14][CH2:13]1.C1([SiH3])C=CC=CC=1. (8) Given the product [Br:1][C:2]1[CH:9]=[CH:8][C:5]([CH:6]2[O:13][CH2:12][CH2:11][CH2:10][O:7]2)=[CH:4][N:3]=1, predict the reactants needed to synthesize it. The reactants are: [Br:1][C:2]1[CH:9]=[CH:8][C:5]([CH:6]=[O:7])=[CH:4][N:3]=1.[CH2:10](O)[CH2:11][CH2:12][OH:13].O. (9) Given the product [CH3:32][O:33][C:34]1[N:24]([C:21]2[CH:20]=[CH:19][C:18]([C:9]3[N:8]([C:5]4[CH:6]=[N:7][C:2]([CH3:1])=[CH:3][CH:4]=4)[CH:12]=[C:11]([C:13]4[N:14]=[CH:15][S:16][CH:17]=4)[N:10]=3)=[CH:23][CH:22]=2)[C:25]2=[N:26][CH:27]=[CH:28][CH:29]=[C:30]2[N:31]=1, predict the reactants needed to synthesize it. The reactants are: [CH3:1][C:2]1[N:7]=[CH:6][C:5]([N:8]2[CH:12]=[C:11]([C:13]3[N:14]=[CH:15][S:16][CH:17]=3)[N:10]=[C:9]2[C:18]2[CH:23]=[CH:22][C:21]([NH:24][C:25]3[C:30]([NH2:31])=[CH:29][CH:28]=[CH:27][N:26]=3)=[CH:20][CH:19]=2)=[CH:4][CH:3]=1.[CH3:32][O:33][C:34](OC)(OC)OC.C(O)(=O)CC.